This data is from Reaction yield outcomes from USPTO patents with 853,638 reactions. The task is: Predict the reaction yield, written as a fraction of the theoretical maximum amount of product (1.0 means a 100% yield; for example, 0.34 means a 34% yield). (1) The reactants are Br[C:2]1[CH:3]=[C:4]([O:9][CH2:10][C:11]2[CH:16]=[CH:15][CH:14]=[CH:13][CH:12]=2)[CH:5]=[C:6]([Br:8])[CH:7]=1.[NH2:17][C:18]1[CH:19]=[N:20][CH:21]=[CH:22][CH:23]=1.CC(C)([O-])C.[Na+].CCOC(C)=O.CCCCCCC. The catalyst is C1(C)C=CC=CC=1.[Cl-].[Na+].O.C1C=CC(/C=C/C(/C=C/C2C=CC=CC=2)=O)=CC=1.C1C=CC(/C=C/C(/C=C/C2C=CC=CC=2)=O)=CC=1.C1C=CC(/C=C/C(/C=C/C2C=CC=CC=2)=O)=CC=1.C(Cl)(Cl)Cl.[Pd].[Pd]. The product is [CH2:10]([O:9][C:4]1[CH:3]=[C:2]([NH:17][C:18]2[CH:19]=[N:20][CH:21]=[CH:22][CH:23]=2)[CH:7]=[C:6]([Br:8])[CH:5]=1)[C:11]1[CH:16]=[CH:15][CH:14]=[CH:13][CH:12]=1. The yield is 0.410. (2) The reactants are [Cl:1][C:2]1[C:3]([N:8]([CH2:21][O:22][CH2:23][CH2:24][O:25][CH3:26])[S:9]([C:12]2[C:20]3[C:15](=[N:16][CH:17]=[CH:18][CH:19]=3)[S:14][CH:13]=2)(=[O:11])=[O:10])=[N:4][O:5][C:6]=1[CH3:7].[Li]C(C)(C)C.[CH3:32][C:33]1[CH:40]=[C:39]2[O:41][CH2:42][O:43][C:38]2=[CH:37][C:34]=1[CH:35]=[O:36]. The catalyst is C1COCC1. The product is [Cl:1][C:2]1[C:3]([N:8]([CH2:21][O:22][CH2:23][CH2:24][O:25][CH3:26])[S:9]([C:12]2[C:20]3[C:15](=[N:16][CH:17]=[CH:18][CH:19]=3)[S:14][C:13]=2[CH:35]([OH:36])[C:34]2[CH:37]=[C:38]3[O:43][CH2:42][O:41][C:39]3=[CH:40][C:33]=2[CH3:32])(=[O:11])=[O:10])=[N:4][O:5][C:6]=1[CH3:7]. The yield is 0.360. (3) The product is [Cl:45][C:44]1[CH:43]=[C:42]2[C:38]([C:39]([S:46]([OH:49])(=[O:48])=[O:47])=[CH:40][NH:41]2)=[CH:37][C:36]=1[C:2]1[CH:7]=[CH:6][C:5]([CH:8]2[CH2:13][CH2:12][O:11][CH2:10][CH2:9]2)=[CH:4][CH:3]=1. The yield is 0.0300. The catalyst is O1CCOCC1.O.C1C=CC(P(C2C=CC=CC=2)[C-]2C=CC=C2)=CC=1.C1C=CC(P(C2C=CC=CC=2)[C-]2C=CC=C2)=CC=1.Cl[Pd]Cl.[Fe+2].CCO. The reactants are Br[C:2]1[CH:7]=[CH:6][C:5]([CH:8]2[CH2:13][CH2:12][O:11][CH2:10][CH2:9]2)=[CH:4][CH:3]=1.CC1(C)COB(B2OCC(C)(C)CO2)OC1.C([O-])(=O)C.[K+].Br[C:36]1[CH:37]=[C:38]2[C:42](=[CH:43][C:44]=1[Cl:45])[NH:41][CH:40]=[C:39]2[S:46]([OH:49])(=[O:48])=[O:47].C(=O)([O-])[O-].[K+].[K+]. (4) The reactants are [C:1]([O:5][C:6]([N:8]([CH2:17][C:18]1[CH:33]=[CH:32][C:21]([O:22][C:23]2[CH:31]=[CH:30][C:26]([C:27]([OH:29])=O)=[CH:25][N:24]=2)=[CH:20][CH:19]=1)[CH2:9][CH2:10][C:11]1[CH:16]=[CH:15][CH:14]=[CH:13][CH:12]=1)=[O:7])([CH3:4])([CH3:3])[CH3:2].C(Cl)CCl.C1C=C[C:41]2N(O)N=[N:44][C:42]=2C=1.CCN(C(C)C)C(C)C.Cl.CN.C(O)(=O)CC(CC(O)=O)(C(O)=O)O.C([O-])(O)=O.[Na+]. The catalyst is C(Cl)Cl. The product is [C:1]([O:5][C:6](=[O:7])[N:8]([CH2:17][C:18]1[CH:19]=[CH:20][C:21]([O:22][C:23]2[CH:31]=[CH:30][C:26]([C:27](=[O:29])[NH:44][CH2:42][CH3:41])=[CH:25][N:24]=2)=[CH:32][CH:33]=1)[CH2:9][CH2:10][C:11]1[CH:12]=[CH:13][CH:14]=[CH:15][CH:16]=1)([CH3:2])([CH3:4])[CH3:3]. The yield is 0.570. (5) The reactants are [CH3:1][CH:2]1[CH2:6][C:5]2[C:7]([CH3:19])=[C:8]([N:13]3[CH2:18][CH2:17][NH:16][CH2:15][CH2:14]3)[C:9]([CH3:12])=[C:10]([CH3:11])[C:4]=2[O:3]1.Br[C:21]1[S:22][CH:23]=[N:24][N:25]=1. No catalyst specified. The product is [CH3:1][CH:2]1[CH2:6][C:5]2[C:7]([CH3:19])=[C:8]([N:13]3[CH2:14][CH2:15][N:16]([C:21]4[S:22][CH:23]=[N:24][N:25]=4)[CH2:17][CH2:18]3)[C:9]([CH3:12])=[C:10]([CH3:11])[C:4]=2[O:3]1. The yield is 0.140. (6) The reactants are Br[C:2]1[CH:3]=[CH:4][C:5]([N+:8]([O-:10])=[O:9])=[N:6][CH:7]=1.[CH3:11][N:12]1[CH2:17][CH2:16][NH:15][CH2:14][CH2:13]1.C([O-])([O-])=O.[K+].[K+].[N+](CCCC)(CCCC)(CCCC)CCCC. The catalyst is CS(C)=O. The product is [CH3:11][N:12]1[CH2:17][CH2:16][N:15]([C:2]2[CH:7]=[N:6][C:5]([N+:8]([O-:10])=[O:9])=[CH:4][CH:3]=2)[CH2:14][CH2:13]1. The yield is 0.450. (7) The reactants are [CH2:1]([N:3]1[C:7]2=[N:8][C:9]([CH2:48][CH3:49])=[C:10]([CH2:19][NH:20][C:21]([C:23]3[CH:28]=[CH:27][CH:26]=[C:25]([C:29]([NH:31][CH2:32][C:33]4[CH:34]=[C:35]([C:40]5[CH:45]=[CH:44][CH:43]=[C:42]([CH:46]=O)[CH:41]=5)[C:36]([F:39])=[CH:37][CH:38]=4)=[O:30])[N:24]=3)=[O:22])[C:11]([NH:12][CH:13]3[CH2:18][CH2:17][O:16][CH2:15][CH2:14]3)=[C:6]2[CH:5]=[N:4]1)[CH3:2].[CH3:50][C@@H:51]1[CH2:56][NH:55][CH2:54][C@H:53]([CH3:57])[NH:52]1.C(O)(=O)C. The catalyst is CS(C)=O. The product is [CH2:1]([N:3]1[C:7]2=[N:8][C:9]([CH2:48][CH3:49])=[C:10]([CH2:19][NH:20][C:21]([C:23]3[CH:28]=[CH:27][CH:26]=[C:25]([C:29]([NH:31][CH2:32][C:33]4[CH:34]=[C:35]([C:40]5[CH:45]=[CH:44][CH:43]=[C:42]([CH2:46][N:55]6[CH2:54][C@H:53]([CH3:57])[NH:52][C@H:51]([CH3:50])[CH2:56]6)[CH:41]=5)[C:36]([F:39])=[CH:37][CH:38]=4)=[O:30])[N:24]=3)=[O:22])[C:11]([NH:12][CH:13]3[CH2:18][CH2:17][O:16][CH2:15][CH2:14]3)=[C:6]2[CH:5]=[N:4]1)[CH3:2]. The yield is 0.665. (8) The reactants are [Cl:1][C:2]1[CH:3]=[C:4]([CH2:9][C:10]#[N:11])[CH:5]=[CH:6][C:7]=1[F:8].CO. The catalyst is C1COCC1. The product is [ClH:1].[Cl:1][C:2]1[CH:3]=[C:4]([CH2:9][CH2:10][NH2:11])[CH:5]=[CH:6][C:7]=1[F:8]. The yield is 0.730. (9) The reactants are [CH3:1][O:2][CH2:3][CH:4]1[CH2:8][N:7]([C:9](=[O:20])[CH:10]([NH:15][C:16](=[O:19])[O:17][CH3:18])[CH:11]([O:13][CH3:14])[CH3:12])[CH:6]([C:21]2[NH:25][C:24]3[C:26]4[C:31]([CH:32]=[CH:33][C:23]=3[N:22]=2)=[CH:30][C:29]2[C:34]3[C:39]([CH2:40][O:41][C:28]=2[CH:27]=4)=[CH:38][C:37](B2OC(C)(C)C(C)(C)O2)=[CH:36][CH:35]=3)[CH2:5]1.I[C:52]1[NH:56][C:55]([C@@H:57]2[CH2:61][CH2:60][CH2:59][N:58]2[C:62]([O:64][C:65]([CH3:68])([CH3:67])[CH3:66])=[O:63])=[N:54][CH:53]=1.C(=O)([O-])[O-].[K+].[K+]. The catalyst is CS(C)=O.O1CCOCC1.CCOC(C)=O.C1C=CC([P]([Pd]([P](C2C=CC=CC=2)(C2C=CC=CC=2)C2C=CC=CC=2)([P](C2C=CC=CC=2)(C2C=CC=CC=2)C2C=CC=CC=2)[P](C2C=CC=CC=2)(C2C=CC=CC=2)C2C=CC=CC=2)(C2C=CC=CC=2)C2C=CC=CC=2)=CC=1.C1C=CC(P(C2C=CC=CC=2)[C-]2C=CC=C2)=CC=1.C1C=CC(P(C2C=CC=CC=2)[C-]2C=CC=C2)=CC=1.Cl[Pd]Cl.[Fe+2]. The product is [CH3:18][O:17][C:16]([NH:15][C@H:10]([C:9]([N:7]1[CH2:8][C@@H:4]([CH2:3][O:2][CH3:1])[CH2:5][C@H:6]1[C:21]1[NH:25][C:24]2[C:26]3[C:31]([CH:32]=[CH:33][C:23]=2[N:22]=1)=[CH:30][C:29]1[C:34]2[C:39]([CH2:40][O:41][C:28]=1[CH:27]=3)=[CH:38][C:37]([C:52]1[NH:56][C:55]([C@@H:57]3[CH2:61][CH2:60][CH2:59][N:58]3[C:62]([O:64][C:65]([CH3:68])([CH3:67])[CH3:66])=[O:63])=[N:54][CH:53]=1)=[CH:36][CH:35]=2)=[O:20])[C@@H:11]([CH3:12])[O:13][CH3:14])=[O:19]. The yield is 0.0700.